Dataset: HIV replication inhibition screening data with 41,000+ compounds from the AIDS Antiviral Screen. Task: Binary Classification. Given a drug SMILES string, predict its activity (active/inactive) in a high-throughput screening assay against a specified biological target. (1) The compound is O=C1c2c(O)cccc2Cc2cc(CO)cc(O)c21. The result is 0 (inactive). (2) The compound is Cc1cc2nc(CC(C(F)(F)F)C(F)(F)F)oc2cc1C. The result is 0 (inactive). (3) The drug is CCOC(=O)C1(C(=O)OCC)CC(C)C(C)(O)C1. The result is 0 (inactive). (4) The molecule is CC(C)CCCC(C)C1CCC2C3CC=C4CC(OP(O)(=[OH+])OCC[N+](C)(C)C)CCC4(C)C3CCC12C. The result is 0 (inactive). (5) The result is 0 (inactive). The compound is O=C(C=Cc1ccc(Cl)c(Cl)c1)c1cccs1. (6) The drug is Cc1ccc(C)c(NC(=O)C(=O)C2C(=O)C3=C(CC2(C)C)Nc2ccccc2S3)c1. The result is 0 (inactive).